Dataset: Full USPTO retrosynthesis dataset with 1.9M reactions from patents (1976-2016). Task: Predict the reactants needed to synthesize the given product. (1) Given the product [CH3:1][N:2]([CH3:16])[C:3]1([C:10]2[CH:15]=[CH:14][CH:13]=[CH:12][CH:11]=2)[CH2:8][CH2:7][CH:6]([NH:9][C:24]([NH:25][CH2:26][CH2:27][C:28]2[C:36]3[C:31](=[CH:32][CH:33]=[CH:34][CH:35]=3)[NH:30][CH:29]=2)=[O:23])[CH2:5][CH2:4]1, predict the reactants needed to synthesize it. The reactants are: [CH3:1][N:2]([CH3:16])[C:3]1([C:10]2[CH:15]=[CH:14][CH:13]=[CH:12][CH:11]=2)[CH2:8][CH2:7][CH:6]([NH2:9])[CH2:5][CH2:4]1.C1([O:23][C:24](=O)[NH:25][CH2:26][CH2:27][C:28]2[C:36]3[C:31](=[CH:32][CH:33]=[CH:34][CH:35]=3)[NH:30][CH:29]=2)C=CC=CC=1. (2) Given the product [CH2:22]([O:24][C:3]1[C:8]([F:9])=[CH:7][CH:6]=[CH:5][C:4]=1[N:10]1[CH:18]=[CH:19][C:20]([NH2:21])=[N:11]1)[CH3:23], predict the reactants needed to synthesize it. The reactants are: Cl.F[C:3]1[C:8]([F:9])=[CH:7][CH:6]=[CH:5][C:4]=1[NH:10][NH2:11].C[O-].[Na+].C(O[CH:18]=[CH:19][C:20]#[N:21])C.[CH2:22]([OH:24])[CH3:23]. (3) The reactants are: [OH:1][C:2]1[CH:3]=[C:4]([CH:7]=[CH:8][C:9]=1[OH:10])[CH:5]=[O:6].[CH3:11][O:12][CH2:13][CH2:14]Br.C(=O)([O-])[O-].[Na+].[Na+]. Given the product [OH:1][C:2]1[CH:3]=[C:4]([CH:7]=[CH:8][C:9]=1[O:10][CH2:14][CH2:13][O:12][CH3:11])[CH:5]=[O:6], predict the reactants needed to synthesize it. (4) Given the product [Cl:33][C:25]1[CH:24]=[C:23]([CH:16]([CH2:17][CH:18]2[CH2:22][CH2:21][O:20][CH2:19]2)[C:15]([NH:14][C:11]2[CH:12]=[CH:13][N:9]([CH2:8][CH2:7][OH:6])[N:10]=2)=[O:34])[CH:28]=[CH:27][C:26]=1[S:29]([CH3:32])(=[O:30])=[O:31], predict the reactants needed to synthesize it. The reactants are: C([Si](C)(C)[O:6][CH2:7][CH2:8][N:9]1[CH:13]=[CH:12][C:11]([NH:14][C:15](=[O:34])[CH:16]([C:23]2[CH:28]=[CH:27][C:26]([S:29]([CH3:32])(=[O:31])=[O:30])=[C:25]([Cl:33])[CH:24]=2)[CH2:17][CH:18]2[CH2:22][CH2:21][O:20][CH2:19]2)=[N:10]1)(C)(C)C. (5) Given the product [NH2:1][C:4]1[CH:9]=[CH:8][C:7]([S:10]([CH3:17])(=[N:12][C:13](=[O:16])[NH:14][CH3:15])=[O:11])=[CH:6][CH:5]=1, predict the reactants needed to synthesize it. The reactants are: [N+:1]([C:4]1[CH:9]=[CH:8][C:7]([S:10]([CH3:17])(=[N:12][C:13](=[O:16])[NH:14][CH3:15])=[O:11])=[CH:6][CH:5]=1)([O-])=O. (6) The reactants are: [NH2:1][C:2]1[CH:7]=[C:6]([O:8][CH3:9])[N:5]=[C:4]([O:10][CH3:11])[CH:3]=1.C([Li])CCC.[CH3:17][O:18][C:19]1[CH:20]=[C:21]([C:27]2[C:39](=[O:40])[N:38]([CH2:41][CH3:42])[C:30]3[N:31]=[C:32](S(C)=O)[N:33]=[CH:34][C:29]=3[CH:28]=2)[CH:22]=[C:23]([O:25][CH3:26])[CH:24]=1.C(OCC)(=O)C.O. Given the product [CH3:26][O:25][C:23]1[CH:22]=[C:21]([C:27]2[C:39](=[O:40])[N:38]([CH2:41][CH3:42])[C:30]3[N:31]=[C:32]([NH:1][C:2]4[CH:7]=[C:6]([O:8][CH3:9])[N:5]=[C:4]([O:10][CH3:11])[CH:3]=4)[N:33]=[CH:34][C:29]=3[CH:28]=2)[CH:20]=[C:19]([O:18][CH3:17])[CH:24]=1, predict the reactants needed to synthesize it.